This data is from Catalyst prediction with 721,799 reactions and 888 catalyst types from USPTO. The task is: Predict which catalyst facilitates the given reaction. Reactant: [CH3:1][N:2]1[C:10]2[C:5](=[CH:6][C:7]([C:11]([O:13]C)=[O:12])=[CH:8][CH:9]=2)[C:4]([C:15]2[N:27](S(C3C=CC(C)=CC=3)(=O)=O)[C:18]3=[N:19][CH:20]=[C:21]4[CH:25]=[N:24][N:23]([CH3:26])[C:22]4=[C:17]3[CH:16]=2)=[CH:3]1.[OH-].[Na+].[Li+].[OH-]. Product: [CH3:1][N:2]1[C:10]2[C:5](=[CH:6][C:7]([C:11]([OH:13])=[O:12])=[CH:8][CH:9]=2)[C:4]([C:15]2[NH:27][C:18]3=[N:19][CH:20]=[C:21]4[CH:25]=[N:24][N:23]([CH3:26])[C:22]4=[C:17]3[CH:16]=2)=[CH:3]1. The catalyst class is: 38.